Task: Binary Classification. Given a drug SMILES string, predict its activity (active/inactive) in a high-throughput screening assay against a specified biological target.. Dataset: HIV replication inhibition screening data with 41,000+ compounds from the AIDS Antiviral Screen The molecule is C1=CC2(C=C1)OC21CCC2(C=CC3(C2)OC3C2CCCCC2)CC1. The result is 0 (inactive).